Dataset: Forward reaction prediction with 1.9M reactions from USPTO patents (1976-2016). Task: Predict the product of the given reaction. (1) Given the reactants [CH3:1][NH:2][C:3]1[N:7]([CH3:8])[C:6]([C:9]2[CH:14]=[CH:13]N=C[CH:10]=2)=[N:5][N:4]=1.Cl.C(Cl)(=O)C1C=CC=[N:19][CH:18]=1, predict the reaction product. The product is: [CH3:1][NH:2][C:3]1[N:7]([CH3:8])[C:6]([C:9]2[CH:10]=[N:19][CH:18]=[CH:13][CH:14]=2)=[N:5][N:4]=1. (2) Given the reactants [CH3:1][C:2]1[CH:9]=[N:8][CH:7]=[CH:6][C:3]=1[C:4]#[N:5].CO[CH:12](OC)[N:13]([CH3:15])[CH3:14], predict the reaction product. The product is: [CH3:12][N:13]([CH3:15])/[CH:14]=[CH:1]/[C:2]1[CH:9]=[N:8][CH:7]=[CH:6][C:3]=1[C:4]#[N:5]. (3) The product is: [CH:36]1([CH:14]([N:15]2[C:19]3[CH:20]=[C:21]([F:25])[C:22]([F:24])=[CH:23][C:18]=3[N:17]=[C:16]2[C:26]2[C:27]([O:34][CH3:35])=[N:28][C:29]([O:32][CH3:33])=[CH:30][CH:31]=2)[C:13]([NH:12][C@H:9]2[CH2:8][CH2:7][C@H:6]([C:4]([OH:5])=[O:3])[CH2:11][CH2:10]2)=[O:42])[CH2:37][CH2:38][CH2:39][CH2:40][CH2:41]1. Given the reactants C([O:3][C:4]([CH:6]1[CH2:11][CH2:10][CH:9]([NH:12][C:13](=[O:42])[CH:14]([CH:36]2[CH2:41][CH2:40][CH2:39][CH2:38][CH2:37]2)[N:15]2[C:19]3[CH:20]=[C:21]([F:25])[C:22]([F:24])=[CH:23][C:18]=3[N:17]=[C:16]2[C:26]2[C:27]([O:34][CH3:35])=[N:28][C:29]([O:32][CH3:33])=[CH:30][CH:31]=2)[CH2:8][CH2:7]1)=[O:5])C.[OH-].[Na+].Cl, predict the reaction product.